From a dataset of Forward reaction prediction with 1.9M reactions from USPTO patents (1976-2016). Predict the product of the given reaction. Given the reactants [F:1][C:2]1[CH:3]=[C:4]([CH:22]=[CH:23][C:24]=1[C:25]([F:28])([F:27])[F:26])[CH2:5][C@@H:6]1[CH2:11][C@H:10]([C:12]2[O:16][NH:15][C:14](=[O:17])[CH:13]=2)[CH2:9][CH2:8][N:7]1C(OC)=O.Br, predict the reaction product. The product is: [F:1][C:2]1[CH:3]=[C:4]([CH:22]=[CH:23][C:24]=1[C:25]([F:27])([F:26])[F:28])[CH2:5][C@@H:6]1[CH2:11][C@H:10]([C:12]2[O:16][NH:15][C:14](=[O:17])[CH:13]=2)[CH2:9][CH2:8][NH:7]1.